Predict the product of the given reaction. From a dataset of Forward reaction prediction with 1.9M reactions from USPTO patents (1976-2016). (1) The product is: [Cl:1][C:2]1[CH:3]=[N:4][N:5]([C:7]2[CH:12]=[CH:11][N:10]=[CH:9][C:8]=2[N:21]2[CH2:22][CH2:23][CH:18]([C:16]([N:15]([CH3:24])[CH3:14])=[O:17])[CH2:19][CH2:20]2)[CH:6]=1. Given the reactants [Cl:1][C:2]1[CH:3]=[N:4][N:5]([C:7]2[CH:12]=[CH:11][N:10]=[CH:9][C:8]=2F)[CH:6]=1.[CH3:14][N:15]([CH3:24])[C:16]([CH:18]1[CH2:23][CH2:22][NH:21][CH2:20][CH2:19]1)=[O:17].C(=O)([O-])[O-].[K+].[K+].CC(N(C)C)=O, predict the reaction product. (2) Given the reactants [C:1]([O:5][C:6]([NH:8][C@@:9]1([CH3:24])[CH2:13][CH2:12][N:11]([C:14]([O:16][CH2:17][C:18]2[CH:23]=[CH:22][CH:21]=[CH:20][CH:19]=2)=[O:15])[CH2:10]1)=[O:7])([CH3:4])([CH3:3])[CH3:2].CI.[H-].[Na+].[C:29](O)(=O)CC(CC(O)=O)(C(O)=O)O, predict the reaction product. The product is: [C:1]([O:5][C:6]([N:8]([CH3:29])[C@@:9]1([CH3:24])[CH2:13][CH2:12][N:11]([C:14]([O:16][CH2:17][C:18]2[CH:23]=[CH:22][CH:21]=[CH:20][CH:19]=2)=[O:15])[CH2:10]1)=[O:7])([CH3:4])([CH3:2])[CH3:3]. (3) Given the reactants [CH2:1]([C:8]1[C:12]2[CH:13]=[C:14]([CH3:18])[CH:15]=[C:16]([Br:17])[C:11]=2[O:10][CH:9]=1)[C:2]1[CH:7]=[CH:6][CH:5]=[CH:4][CH:3]=1.P(Cl)(Cl)(Cl)=O.[OH-].[Na+].CN([CH:29]=[O:30])C, predict the reaction product. The product is: [CH2:1]([C:8]1[C:12]2[CH:13]=[C:14]([CH3:18])[CH:15]=[C:16]([Br:17])[C:11]=2[O:10][C:9]=1[CH:29]=[O:30])[C:2]1[CH:3]=[CH:4][CH:5]=[CH:6][CH:7]=1. (4) The product is: [CH3:1][N:2]1[C:10]2[C:5](=[CH:6][C:7]([NH:11][S:34]([C:31]3[CH:30]=[CH:29][C:28]([O:27][C:26]([F:25])([F:38])[F:39])=[CH:33][CH:32]=3)(=[O:36])=[O:35])=[CH:8][CH:9]=2)[C:4]([C:14]2[CH:15]=[CH:16][CH:17]=[CH:18][CH:19]=2)=[C:3]1[C:20]([OH:22])=[O:21]. Given the reactants [CH3:1][N:2]1[C:10]2[C:5](=[CH:6][C:7]([N+:11]([O-])=O)=[CH:8][CH:9]=2)[C:4]([C:14]2[CH:19]=[CH:18][CH:17]=[CH:16][CH:15]=2)=[C:3]1[C:20]([O:22]CC)=[O:21].[F:25][C:26]([F:39])([F:38])[O:27][C:28]1[CH:33]=[CH:32][C:31]([S:34](Cl)(=[O:36])=[O:35])=[CH:30][CH:29]=1, predict the reaction product. (5) Given the reactants [CH2:1]([O:8][C:9]1[CH:17]=[C:16]2[C:12]([C:13]([CH2:24][OH:25])=[N:14][N:15]2[CH:18]2[CH2:23][CH2:22][CH2:21][CH2:20][O:19]2)=[CH:11][CH:10]=1)[C:2]1[CH:7]=[CH:6][CH:5]=[CH:4][CH:3]=1, predict the reaction product. The product is: [CH2:1]([O:8][C:9]1[CH:17]=[C:16]2[C:12]([C:13]([CH:24]=[O:25])=[N:14][N:15]2[CH:18]2[CH2:23][CH2:22][CH2:21][CH2:20][O:19]2)=[CH:11][CH:10]=1)[C:2]1[CH:7]=[CH:6][CH:5]=[CH:4][CH:3]=1. (6) Given the reactants C([NH:4][C:5]1[CH:10]=[CH:9][C:8]([S:11]([CH2:14][CH2:15][N:16]([CH2:19][CH3:20])[CH2:17][CH3:18])(=[O:13])=[O:12])=[CH:7][CH:6]=1)(=O)C.Cl, predict the reaction product. The product is: [CH2:19]([N:16]([CH2:17][CH3:18])[CH2:15][CH2:14][S:11]([C:8]1[CH:7]=[CH:6][C:5]([NH2:4])=[CH:10][CH:9]=1)(=[O:13])=[O:12])[CH3:20]. (7) Given the reactants [CH:1]1[C:10]2[C:5](=[C:6]([NH:11][C@@H:12]3[CH2:16][CH2:15][N:14]([CH2:17][C:18]4[CH:19]=[C:20]([CH:25]=[CH:26][CH:27]=4)[O:21][CH2:22][CH2:23][OH:24])[CH2:13]3)[CH:7]=[CH:8][CH:9]=2)[CH:4]=[CH:3][N:2]=1.[OH:28][C:29]1[CH:37]=[CH:36][C:35]([OH:38])=[CH:34][C:30]=1[C:31]([OH:33])=[O:32], predict the reaction product. The product is: [OH:28][C:29]1[CH:37]=[CH:36][C:35]([OH:38])=[CH:34][C:30]=1[C:31]([OH:33])=[O:32].[CH:1]1[C:10]2[C:5](=[C:6]([NH:11][C@@H:12]3[CH2:16][CH2:15][N:14]([CH2:17][C:18]4[CH:19]=[C:20]([CH:25]=[CH:26][CH:27]=4)[O:21][CH2:22][CH2:23][OH:24])[CH2:13]3)[CH:7]=[CH:8][CH:9]=2)[CH:4]=[CH:3][N:2]=1. (8) Given the reactants [Cl:1][C:2]1[N:10]=[C:9]2[C:5]([N:6]=[CH:7][N:8]2[C@@H:11]2[O:23][C@H:22]([CH2:24][O:25][CH2:26][CH3:27])[C@@H:17]([O:18]C(=O)C)[C@H:12]2[O:13]C(=O)C)=[C:4](Cl)[N:3]=1.[CH:29]1([NH2:34])[CH2:33][CH2:32][CH2:31][CH2:30]1, predict the reaction product. The product is: [CH:29]1([NH:34][C:4]2[C:5]3[N:6]=[CH:7][N:8]([C:9]=3[N:10]=[C:2]([Cl:1])[N:3]=2)[C@@H:11]2[O:23][C@H:22]([CH2:24][O:25][CH2:26][CH3:27])[C@@H:17]([OH:18])[C@H:12]2[OH:13])[CH2:33][CH2:32][CH2:31][CH2:30]1.